Dataset: Catalyst prediction with 721,799 reactions and 888 catalyst types from USPTO. Task: Predict which catalyst facilitates the given reaction. (1) Reactant: CO[CH:3](OC)[CH2:4]Br.Cl.C(=O)(O)[O-].[Na+].[CH3:14][O:15][C:16](=[O:27])[CH:17]=[C:18]([C:20]1[CH:21]=[N:22][C:23]([NH2:26])=[CH:24][CH:25]=1)[CH3:19]. Product: [CH3:14][O:15][C:16](=[O:27])[CH:17]=[C:18]([C:20]1[CH:25]=[CH:24][C:23]2[N:22]([CH:3]=[CH:4][N:26]=2)[CH:21]=1)[CH3:19]. The catalyst class is: 6. (2) Reactant: [NH2:1][C@@H:2]([CH2:18][C:19]1[CH:24]=[CH:23][CH:22]=[CH:21][CH:20]=1)[C:3]([NH:5][C:6]1[CH:11]=[CH:10][CH:9]=[C:8]([C:12]2[CH:17]=[CH:16][N:15]=[CH:14][CH:13]=2)[CH:7]=1)=[O:4].S1[CH:29]=[C:28]([CH:30]=[O:31])N=C1.[C:32](O[BH-](OC(=O)C)OC(=O)C)(=O)[CH3:33].[Na+].[CH3:46][CH2:47]N(C(C)C)C(C)C. Product: [C:19]1([CH2:18][C@H:2]([NH:1][CH2:32][CH2:33][CH:29]2[CH2:47][CH2:46][O:31][CH2:30][CH2:28]2)[C:3]([NH:5][C:6]2[CH:11]=[CH:10][CH:9]=[C:8]([C:12]3[CH:13]=[CH:14][N:15]=[CH:16][CH:17]=3)[CH:7]=2)=[O:4])[CH:24]=[CH:23][CH:22]=[CH:21][CH:20]=1. The catalyst class is: 26. (3) Reactant: C([O:8][C:9]1[C:14]([Cl:15])=[CH:13][C:12]([C:16]([N:18]2[C:23]3[CH:24]=[CH:25][CH:26]=[CH:27][C:22]=3[S:21][CH2:20][CH2:19]2)=[O:17])=[CH:11][C:10]=1[Cl:28])C1C=CC=CC=1.FC(F)(F)C(O)=O. Product: [Cl:28][C:10]1[CH:11]=[C:12]([C:16]([N:18]2[C:23]3[CH:24]=[CH:25][CH:26]=[CH:27][C:22]=3[S:21][CH2:20][CH2:19]2)=[O:17])[CH:13]=[C:14]([Cl:15])[C:9]=1[OH:8]. The catalyst class is: 11. (4) Reactant: [CH2:1]([O:3][C:4]([C:6]1[NH:7][C:8]([CH3:20])=[C:9]([C:12](=[O:19])[C:13]2[CH:18]=[CH:17][CH:16]=[CH:15][CH:14]=2)[C:10]=1[CH3:11])=[O:5])[CH3:2].C(O)(=[O:23])C.O. Product: [CH2:1]([O:3][C:4]([C:6]1[NH:7][C:8]([CH:20]=[O:23])=[C:9]([C:12](=[O:19])[C:13]2[CH:18]=[CH:17][CH:16]=[CH:15][CH:14]=2)[C:10]=1[CH3:11])=[O:5])[CH3:2]. The catalyst class is: 7.